This data is from NCI-60 drug combinations with 297,098 pairs across 59 cell lines. The task is: Regression. Given two drug SMILES strings and cell line genomic features, predict the synergy score measuring deviation from expected non-interaction effect. Drug 1: COC1=C2C(=CC3=C1OC=C3)C=CC(=O)O2. Drug 2: B(C(CC(C)C)NC(=O)C(CC1=CC=CC=C1)NC(=O)C2=NC=CN=C2)(O)O. Cell line: NCI-H226. Synergy scores: CSS=9.12, Synergy_ZIP=2.75, Synergy_Bliss=-4.21, Synergy_Loewe=-69.1, Synergy_HSA=-11.3.